This data is from Catalyst prediction with 721,799 reactions and 888 catalyst types from USPTO. The task is: Predict which catalyst facilitates the given reaction. Reactant: [C:1]([O:5][C:6]([N:8]1[CH2:13][CH2:12][CH:11]([OH:14])[CH2:10][CH2:9]1)=[O:7])([CH3:4])([CH3:3])[CH3:2].C1(P(C2C=CC=CC=2)C2C=CC=CC=2)C=CC=CC=1.N(C(OC(C)C)=O)=NC(OC(C)C)=O.[OH:48][C:49]1[CH:73]=[C:72](O)[CH:71]=[CH:70][C:50]=1[C:51]([NH:53][C:54]1[CH:63]=[C:62]([C:64]2[CH:69]=[CH:68][CH:67]=[CH:66][CH:65]=2)[CH:61]=[CH:60][C:55]=1[C:56]([O:58][CH3:59])=[O:57])=[O:52]. Product: [OH:48][C:49]1[CH:73]=[C:72]([CH:71]=[CH:70][C:50]=1[C:51](=[O:52])[NH:53][C:54]1[CH:63]=[C:62]([C:64]2[CH:69]=[CH:68][CH:67]=[CH:66][CH:65]=2)[CH:61]=[CH:60][C:55]=1[C:56]([O:58][CH3:59])=[O:57])[O:14][CH:11]1[CH2:12][CH2:13][N:8]([C:6]([O:5][C:1]([CH3:4])([CH3:2])[CH3:3])=[O:7])[CH2:9][CH2:10]1. The catalyst class is: 7.